Dataset: Catalyst prediction with 721,799 reactions and 888 catalyst types from USPTO. Task: Predict which catalyst facilitates the given reaction. (1) Reactant: Cl.[CH:2]12[NH:9][CH:6]([CH2:7][CH2:8]1)[CH2:5][C:4](=[O:10])[CH2:3]2.[C:11]([O:15][C:16](=O)[O:17]C(C)(C)C)([CH3:14])([CH3:13])[CH3:12]. Product: [C:11]([O:15][C:16]([N:9]1[CH:6]2[CH2:7][CH2:8][CH:2]1[CH2:3][C:4](=[O:10])[CH2:5]2)=[O:17])([CH3:14])([CH3:13])[CH3:12]. The catalyst class is: 14. (2) Reactant: I[C:2]1[N:18]=[C:5]2[C:6]([C:10]3[CH:15]=[CH:14][C:13]([O:16][CH3:17])=[CH:12][CH:11]=3)=[CH:7][CH:8]=[CH:9][N:4]2[N:3]=1.[NH2:19][C:20]1[CH:21]=[N:22][N:23]([CH2:25][C@H:26]([OH:28])[CH3:27])[CH:24]=1.CC(C)([O-])C.[Na+].C1(P(C2C=CC=CC=2)C2C3OC4C(=CC=CC=4P(C4C=CC=CC=4)C4C=CC=CC=4)C(C)(C)C=3C=CC=2)C=CC=CC=1. The catalyst class is: 62. Product: [CH3:17][O:16][C:13]1[CH:14]=[CH:15][C:10]([C:6]2[C:5]3[N:4]([N:3]=[C:2]([NH:19][C:20]4[CH:21]=[N:22][N:23]([CH2:25][C@H:26]([OH:28])[CH3:27])[CH:24]=4)[N:18]=3)[CH:9]=[CH:8][CH:7]=2)=[CH:11][CH:12]=1. (3) The catalyst class is: 4. Product: [ClH:40].[CH2:29]([C:26]1[CH:27]=[CH:28][C:23]([CH2:22][O:21][C:17]2[CH:16]=[C:15]3[C:20](=[CH:19][CH:18]=2)[N:12]([C:10](=[O:11])[CH2:9][NH:8][CH2:35][CH2:36][C:37]([OH:39])=[O:38])[CH2:13][CH2:14]3)=[CH:24][C:25]=1[C:31]([F:33])([F:32])[F:34])[CH3:30]. Reactant: C(OC([N:8]([CH2:35][CH2:36][C:37]([OH:39])=[O:38])[CH2:9][C:10]([N:12]1[C:20]2[C:15](=[CH:16][C:17]([O:21][CH2:22][C:23]3[CH:28]=[CH:27][C:26]([CH2:29][CH3:30])=[C:25]([C:31]([F:34])([F:33])[F:32])[CH:24]=3)=[CH:18][CH:19]=2)[CH2:14][CH2:13]1)=[O:11])=O)(C)(C)C.[ClH:40].O1CCOCC1.